This data is from NCI-60 drug combinations with 297,098 pairs across 59 cell lines. The task is: Regression. Given two drug SMILES strings and cell line genomic features, predict the synergy score measuring deviation from expected non-interaction effect. (1) Drug 1: C1=CN(C(=O)N=C1N)C2C(C(C(O2)CO)O)O.Cl. Drug 2: C(CN)CNCCSP(=O)(O)O. Cell line: HT29. Synergy scores: CSS=19.7, Synergy_ZIP=-5.53, Synergy_Bliss=-3.02, Synergy_Loewe=-34.4, Synergy_HSA=-5.05. (2) Drug 1: CS(=O)(=O)OCCCCOS(=O)(=O)C. Drug 2: CN(C(=O)NC(C=O)C(C(C(CO)O)O)O)N=O. Cell line: LOX IMVI. Synergy scores: CSS=13.6, Synergy_ZIP=-3.00, Synergy_Bliss=-1.28, Synergy_Loewe=-6.80, Synergy_HSA=-0.166. (3) Drug 1: CCCS(=O)(=O)NC1=C(C(=C(C=C1)F)C(=O)C2=CNC3=C2C=C(C=N3)C4=CC=C(C=C4)Cl)F. Drug 2: CC1CCC2CC(C(=CC=CC=CC(CC(C(=O)C(C(C(=CC(C(=O)CC(OC(=O)C3CCCCN3C(=O)C(=O)C1(O2)O)C(C)CC4CCC(C(C4)OC)OCCO)C)C)O)OC)C)C)C)OC. Cell line: CAKI-1. Synergy scores: CSS=48.5, Synergy_ZIP=11.9, Synergy_Bliss=11.6, Synergy_Loewe=-4.77, Synergy_HSA=15.0. (4) Drug 1: CC1=C(C(=O)C2=C(C1=O)N3CC4C(C3(C2COC(=O)N)OC)N4)N. Drug 2: COCCOC1=C(C=C2C(=C1)C(=NC=N2)NC3=CC=CC(=C3)C#C)OCCOC.Cl. Cell line: BT-549. Synergy scores: CSS=19.2, Synergy_ZIP=2.92, Synergy_Bliss=3.31, Synergy_Loewe=-10.7, Synergy_HSA=1.04. (5) Drug 1: C1=NC2=C(N1)C(=S)N=C(N2)N. Drug 2: C1CNP(=O)(OC1)N(CCCl)CCCl. Cell line: NCIH23. Synergy scores: CSS=54.5, Synergy_ZIP=-0.443, Synergy_Bliss=0.389, Synergy_Loewe=-40.9, Synergy_HSA=-1.34. (6) Drug 1: CCCS(=O)(=O)NC1=C(C(=C(C=C1)F)C(=O)C2=CNC3=C2C=C(C=N3)C4=CC=C(C=C4)Cl)F. Cell line: HOP-92. Drug 2: CCCS(=O)(=O)NC1=C(C(=C(C=C1)F)C(=O)C2=CNC3=C2C=C(C=N3)C4=CC=C(C=C4)Cl)F. Synergy scores: CSS=1.54, Synergy_ZIP=0.819, Synergy_Bliss=3.12, Synergy_Loewe=1.34, Synergy_HSA=1.16. (7) Drug 1: C1=C(C(=O)NC(=O)N1)N(CCCl)CCCl. Drug 2: CC1=C(C(=CC=C1)Cl)NC(=O)C2=CN=C(S2)NC3=CC(=NC(=N3)C)N4CCN(CC4)CCO. Cell line: PC-3. Synergy scores: CSS=30.4, Synergy_ZIP=-2.43, Synergy_Bliss=0.708, Synergy_Loewe=-2.41, Synergy_HSA=5.46. (8) Drug 1: CC1OCC2C(O1)C(C(C(O2)OC3C4COC(=O)C4C(C5=CC6=C(C=C35)OCO6)C7=CC(=C(C(=C7)OC)O)OC)O)O. Drug 2: COCCOC1=C(C=C2C(=C1)C(=NC=N2)NC3=CC=CC(=C3)C#C)OCCOC.Cl. Cell line: UO-31. Synergy scores: CSS=21.7, Synergy_ZIP=-5.69, Synergy_Bliss=-0.790, Synergy_Loewe=4.08, Synergy_HSA=4.70. (9) Drug 1: C1C(C(OC1N2C=C(C(=O)NC2=O)F)CO)O. Drug 2: CCN(CC)CCCC(C)NC1=C2C=C(C=CC2=NC3=C1C=CC(=C3)Cl)OC. Cell line: PC-3. Synergy scores: CSS=16.3, Synergy_ZIP=-4.36, Synergy_Bliss=0.754, Synergy_Loewe=-9.04, Synergy_HSA=2.11. (10) Drug 1: CN1C2=C(C=C(C=C2)N(CCCl)CCCl)N=C1CCCC(=O)O.Cl. Synergy scores: CSS=17.0, Synergy_ZIP=-2.63, Synergy_Bliss=-2.50, Synergy_Loewe=-3.70, Synergy_HSA=-2.55. Drug 2: C(CC(=O)O)C(=O)CN.Cl. Cell line: HOP-92.